Dataset: Forward reaction prediction with 1.9M reactions from USPTO patents (1976-2016). Task: Predict the product of the given reaction. (1) Given the reactants [CH3:1][C:2]1[N:6]=[C:5]([CH3:7])[N:4]([C:8]2[N:13]=[C:12]([CH3:14])[N:11]=[C:10]([C@H:15]3[CH2:17][C@@H:16]3[C:18]3[N:19]=[C:20]4[CH:25]=[CH:24][CH:23]=[CH:22][N:21]4[CH:26]=3)[CH:9]=2)[N:3]=1.[I:27]I, predict the reaction product. The product is: [CH3:1][C:2]1[N:6]=[C:5]([CH3:7])[N:4]([C:8]2[N:13]=[C:12]([CH3:14])[N:11]=[C:10]([C@@H:15]3[CH2:17][C@H:16]3[C:18]3[N:19]=[C:20]4[CH:25]=[CH:24][CH:23]=[CH:22][N:21]4[C:26]=3[I:27])[CH:9]=2)[N:3]=1. (2) Given the reactants [N+:1]([C:4]1[CH:5]=[C:6]2[C:10](=[CH:11][CH:12]=1)[N:9]([CH2:13][C:14]1[CH:15]=[C:16]([CH:21]=[CH:22][CH:23]=1)[C:17]([O:19]C)=[O:18])[CH:8]=[CH:7]2)([O-:3])=[O:2].[OH-].[Na+].O1CCCC1.Cl, predict the reaction product. The product is: [N+:1]([C:4]1[CH:5]=[C:6]2[C:10](=[CH:11][CH:12]=1)[N:9]([CH2:13][C:14]1[CH:15]=[C:16]([CH:21]=[CH:22][CH:23]=1)[C:17]([OH:19])=[O:18])[CH:8]=[CH:7]2)([O-:3])=[O:2]. (3) Given the reactants [C:1]([O:5][C:6](=[O:25])[NH:7][C:8]1[CH:13]=[C:12]([N:14]([CH2:16][CH:17]2[CH2:19][CH2:18]2)[CH3:15])[C:11]([C:20]([F:23])([F:22])[F:21])=[CH:10][C:9]=1[NH2:24])([CH3:4])([CH3:3])[CH3:2].C([O:30][C:31](=O)[CH2:32][C:33]([C:35]1[CH:40]=[CH:39][N:38]=[C:37]([C:41]#[N:42])[CH:36]=1)=[O:34])(C)(C)C, predict the reaction product. The product is: [C:1]([O:5][C:6](=[O:25])[NH:7][C:8]1[CH:13]=[C:12]([N:14]([CH2:16][CH:17]2[CH2:19][CH2:18]2)[CH3:15])[C:11]([C:20]([F:23])([F:22])[F:21])=[CH:10][C:9]=1[NH:24][C:31](=[O:30])[CH2:32][C:33]([C:35]1[CH:40]=[CH:39][N:38]=[C:37]([C:41]#[N:42])[CH:36]=1)=[O:34])([CH3:4])([CH3:2])[CH3:3]. (4) Given the reactants [Cl:1][C:2]1[CH:3]=[C:4]([Mg]Br)[CH:5]=[CH:6][C:7]=1[F:8].[CH3:11][CH:12]1[CH2:21][N:20](C(OC(C)(C)C)=O)[CH2:19][CH2:18][C:13]21[CH2:16][C:15](=O)[CH2:14]2.Cl.FC(F)(F)OC1C=C(C2CC3(CCNCC3)C2)C=CC=1, predict the reaction product. The product is: [Cl:1][C:2]1[CH:3]=[C:4]([CH:15]2[CH2:16][C:13]3([CH2:18][CH2:19][NH:20][CH2:21][CH:12]3[CH3:11])[CH2:14]2)[CH:5]=[CH:6][C:7]=1[F:8]. (5) Given the reactants [Br:1][C:2]1[CH:10]=[CH:9][C:5]([C:6]([OH:8])=O)=[C:4]([C:11]#[N:12])[CH:3]=1.[CH3:13][C:14]1[C:15]([N:22]2[CH2:27][CH2:26][NH:25][CH2:24][CH2:23]2)=[N:16][C:17]([CH3:21])=[C:18]([CH3:20])[CH:19]=1, predict the reaction product. The product is: [Br:1][C:2]1[CH:10]=[CH:9][C:5]([C:6]([N:25]2[CH2:26][CH2:27][N:22]([C:15]3[C:14]([CH3:13])=[CH:19][C:18]([CH3:20])=[C:17]([CH3:21])[N:16]=3)[CH2:23][CH2:24]2)=[O:8])=[C:4]([CH:3]=1)[C:11]#[N:12].